From a dataset of NCI-60 drug combinations with 297,098 pairs across 59 cell lines. Regression. Given two drug SMILES strings and cell line genomic features, predict the synergy score measuring deviation from expected non-interaction effect. (1) Synergy scores: CSS=34.2, Synergy_ZIP=-8.97, Synergy_Bliss=-17.0, Synergy_Loewe=-16.3, Synergy_HSA=-13.1. Cell line: OVCAR3. Drug 2: CC1CCCC2(C(O2)CC(NC(=O)CC(C(C(=O)C(C1O)C)(C)C)O)C(=CC3=CSC(=N3)C)C)C. Drug 1: CN(CCCl)CCCl.Cl. (2) Drug 1: CC1CCCC2(C(O2)CC(NC(=O)CC(C(C(=O)C(C1O)C)(C)C)O)C(=CC3=CSC(=N3)C)C)C. Drug 2: N.N.Cl[Pt+2]Cl. Cell line: UO-31. Synergy scores: CSS=55.0, Synergy_ZIP=-2.97, Synergy_Bliss=-4.74, Synergy_Loewe=-17.6, Synergy_HSA=-0.816. (3) Synergy scores: CSS=17.3, Synergy_ZIP=-2.68, Synergy_Bliss=0.983, Synergy_Loewe=-3.13, Synergy_HSA=2.92. Drug 1: CC1=C(C=C(C=C1)NC2=NC=CC(=N2)N(C)C3=CC4=NN(C(=C4C=C3)C)C)S(=O)(=O)N.Cl. Cell line: HOP-62. Drug 2: CC1CCC2CC(C(=CC=CC=CC(CC(C(=O)C(C(C(=CC(C(=O)CC(OC(=O)C3CCCCN3C(=O)C(=O)C1(O2)O)C(C)CC4CCC(C(C4)OC)OCCO)C)C)O)OC)C)C)C)OC. (4) Drug 1: CCC1=CC2CC(C3=C(CN(C2)C1)C4=CC=CC=C4N3)(C5=C(C=C6C(=C5)C78CCN9C7C(C=CC9)(C(C(C8N6C)(C(=O)OC)O)OC(=O)C)CC)OC)C(=O)OC.C(C(C(=O)O)O)(C(=O)O)O. Drug 2: C1CCC(C(C1)N)N.C(=O)(C(=O)[O-])[O-].[Pt+4]. Cell line: CCRF-CEM. Synergy scores: CSS=65.7, Synergy_ZIP=-6.10, Synergy_Bliss=-0.607, Synergy_Loewe=-0.919, Synergy_HSA=1.93. (5) Drug 1: CCC(=C(C1=CC=CC=C1)C2=CC=C(C=C2)OCCN(C)C)C3=CC=CC=C3.C(C(=O)O)C(CC(=O)O)(C(=O)O)O. Drug 2: CC1=C(C(=O)C2=C(C1=O)N3CC4C(C3(C2COC(=O)N)OC)N4)N. Cell line: UACC62. Synergy scores: CSS=24.4, Synergy_ZIP=1.87, Synergy_Bliss=2.34, Synergy_Loewe=-31.3, Synergy_HSA=-0.0878. (6) Drug 1: C1C(C(OC1N2C=NC3=C(N=C(N=C32)Cl)N)CO)O. Drug 2: CC1=C(C=C(C=C1)C(=O)NC2=CC(=CC(=C2)C(F)(F)F)N3C=C(N=C3)C)NC4=NC=CC(=N4)C5=CN=CC=C5. Cell line: SF-539. Synergy scores: CSS=12.2, Synergy_ZIP=-5.40, Synergy_Bliss=-3.35, Synergy_Loewe=-0.163, Synergy_HSA=0.0243. (7) Drug 1: CN(C)C1=NC(=NC(=N1)N(C)C)N(C)C. Drug 2: C1=CC=C(C(=C1)C(C2=CC=C(C=C2)Cl)C(Cl)Cl)Cl. Cell line: HT29. Synergy scores: CSS=17.4, Synergy_ZIP=6.47, Synergy_Bliss=15.4, Synergy_Loewe=8.80, Synergy_HSA=9.23. (8) Synergy scores: CSS=71.5, Synergy_ZIP=-1.14, Synergy_Bliss=-1.46, Synergy_Loewe=-3.52, Synergy_HSA=0.511. Drug 2: CC=C1C(=O)NC(C(=O)OC2CC(=O)NC(C(=O)NC(CSSCCC=C2)C(=O)N1)C(C)C)C(C)C. Drug 1: CC1OCC2C(O1)C(C(C(O2)OC3C4COC(=O)C4C(C5=CC6=C(C=C35)OCO6)C7=CC(=C(C(=C7)OC)O)OC)O)O. Cell line: OVCAR3.